From a dataset of Forward reaction prediction with 1.9M reactions from USPTO patents (1976-2016). Predict the product of the given reaction. (1) Given the reactants [Br:1][C:2]1[CH:10]=[CH:9][C:5]([C:6]([OH:8])=O)=[CH:4][C:3]=1[O:11][CH2:12][CH3:13].C[N:15]([CH:17]=O)[CH3:16].C(Cl)(=O)[C:20](Cl)=[O:21], predict the reaction product. The product is: [Br:1][C:2]1[CH:10]=[CH:9][C:5]([C:6]([N:15]([CH2:17][CH2:20][OH:21])[CH3:16])=[O:8])=[CH:4][C:3]=1[O:11][CH2:12][CH3:13]. (2) Given the reactants [O:1]=[C:2]1[C:10]2[C:5](=[CH:6][CH:7]=[CH:8][CH:9]=2)[C:4](=[O:11])[N:3]1[CH2:12][CH2:13][N:14]1[C:23]2[C:18](=[N:19][CH:20]=[C:21]([CH2:24][C:25]3[CH:30]=[CH:29][C:28]([F:31])=[CH:27][CH:26]=3)[CH:22]=2)[C:17]([OH:32])=[C:16]([C:33](OCC)=[O:34])[C:15]1=[O:38].[NH2:39][CH2:40][C:41]([CH3:45])([CH3:44])[CH2:42][OH:43], predict the reaction product. The product is: [O:1]=[C:2]1[C:10]2[C:5](=[CH:6][CH:7]=[CH:8][CH:9]=2)[C:4](=[O:11])[N:3]1[CH2:12][CH2:13][N:14]1[C:23]2[C:18](=[N:19][CH:20]=[C:21]([CH2:24][C:25]3[CH:30]=[CH:29][C:28]([F:31])=[CH:27][CH:26]=3)[CH:22]=2)[C:17]([OH:32])=[C:16]([C:33]([NH:39][CH2:40][C:41]([CH3:45])([CH3:44])[CH2:42][OH:43])=[O:34])[C:15]1=[O:38]. (3) Given the reactants C([O:8][C@@:9]1([C:40]([F:43])([F:42])[F:41])[CH2:33][C@H:13]2[CH2:14][CH2:15][CH2:16][C:17]3[C:18](=[CH:19][C:20]4[CH:21]=[N:22][N:23]([C:26]5[CH:31]=[CH:30][C:29]([F:32])=[CH:28][CH:27]=5)[C:24]=4[CH:25]=3)[C@:12]2([CH2:34][NH:35][S:36]([CH3:39])(=[O:38])=[O:37])[CH2:11][CH2:10]1)C1C=CC=CC=1.B(Br)(Br)Br, predict the reaction product. The product is: [F:32][C:29]1[CH:30]=[CH:31][C:26]([N:23]2[C:24]3[CH:25]=[C:17]4[CH2:16][CH2:15][CH2:14][C@@H:13]5[CH2:33][C@@:9]([OH:8])([C:40]([F:42])([F:41])[F:43])[CH2:10][CH2:11][C@@:12]5([CH2:34][NH:35][S:36]([CH3:39])(=[O:37])=[O:38])[C:18]4=[CH:19][C:20]=3[CH:21]=[N:22]2)=[CH:27][CH:28]=1. (4) Given the reactants C(O[BH-](OC(=O)C)OC(=O)C)(=O)C.[Na+].FC(F)(F)C([O-])=O.[CH2:22]([O:24][C:25]([CH2:27][O:28][C:29]1[C:33]2[S:34][C:35]3[CH:36]=[C:37]([NH3+:41])[CH:38]=[CH:39][C:40]=3[C:32]=2[S:31][C:30]=1[C:42]([O:44][CH3:45])=[O:43])=[O:26])[CH3:23].[CH:46](=O)[C:47]1[CH:52]=[CH:51][CH:50]=[CH:49][CH:48]=1.C(O)(=O)C, predict the reaction product. The product is: [CH3:45][O:44][C:42]([C:30]1[S:31][C:32]2[C:40]3[CH:39]=[CH:38][C:37]([NH:41][CH2:46][C:47]4[CH:52]=[CH:51][CH:50]=[CH:49][CH:48]=4)=[CH:36][C:35]=3[S:34][C:33]=2[C:29]=1[O:28][CH2:27][C:25]([O:24][CH2:22][CH3:23])=[O:26])=[O:43]. (5) Given the reactants Br[C:2]1[CH:7]=[CH:6][CH:5]=[C:4]([N+:8]([O-:10])=[O:9])[CH:3]=1.[CH3:11][C@H:12]1[CH2:16][CH2:15][CH2:14][NH:13]1.CC(C1C=C(C(C)C)C(C2C=CC=CC=2P(C2CCCCC2)C2CCCCC2)=C(C(C)C)C=1)C.C(=O)([O-])[O-].[Na+].[Na+], predict the reaction product. The product is: [CH3:11][C@H:12]1[CH2:16][CH2:15][CH2:14][N:13]1[C:2]1[CH:7]=[CH:6][CH:5]=[C:4]([N+:8]([O-:10])=[O:9])[CH:3]=1.